Dataset: Forward reaction prediction with 1.9M reactions from USPTO patents (1976-2016). Task: Predict the product of the given reaction. (1) Given the reactants [F:1][C:2]1[CH:15]=[CH:14][CH:13]=[C:12]([F:16])[C:3]=1[C:4]([NH:6][C:7]1[CH:11]=[CH:10][NH:9][N:8]=1)=[O:5].C[Si]([N-][Si](C)(C)C)(C)C.[Li+].Br[CH2:28][C:29]1[CH:34]=[CH:33][C:32]([I:35])=[CH:31][C:30]=1[C:36]([F:39])([F:38])[F:37], predict the reaction product. The product is: [F:1][C:2]1[CH:15]=[CH:14][CH:13]=[C:12]([F:16])[C:3]=1[C:4]([NH:6][C:7]1[CH:11]=[CH:10][N:9]([CH2:28][C:29]2[CH:34]=[CH:33][C:32]([I:35])=[CH:31][C:30]=2[C:36]([F:38])([F:37])[F:39])[N:8]=1)=[O:5]. (2) Given the reactants Br[C:2]1[C:7]([CH3:8])=[CH:6][C:5]([Br:9])=[CH:4][N:3]=1.[CH3:10][O:11][C:12]1[CH:17]=[C:16]([O:18][C:19]([F:22])([F:21])[F:20])[CH:15]=[CH:14][C:13]=1B(O)O.C([O-])([O-])=O.[K+].[K+].O, predict the reaction product. The product is: [Br:9][C:5]1[CH:6]=[C:7]([CH3:8])[C:2]([C:13]2[CH:14]=[CH:15][C:16]([O:18][C:19]([F:21])([F:22])[F:20])=[CH:17][C:12]=2[O:11][CH3:10])=[N:3][CH:4]=1. (3) Given the reactants [CH3:1][C:2]1[CH:7]=[C:6]([CH3:8])[C:5]([N+:9]([O-:11])=[O:10])=[CH:4][N:3]=1.CC1C([N+]([O-])=[O:20])=C(C)C=CN=1.C1(C(OC(C2C=CC=CC=2)=[Se])=[Se])C=CC=CC=1, predict the reaction product. The product is: [CH:1]([C:2]1[CH:7]=[C:6]([CH3:8])[C:5]([N+:9]([O-:11])=[O:10])=[CH:4][N:3]=1)=[O:20]. (4) Given the reactants [CH3:1][O:2][C:3]([C:5]1[S:9][C:8]([N:10]2[C:14]3[CH:15]=[CH:16][C:17]([C:19]([OH:21])=O)=[CH:18][C:13]=3[N:12]=[CH:11]2)=[CH:7][C:6]=1[O:22][CH2:23][C:24]1[CH:29]=[CH:28][CH:27]=[CH:26][C:25]=1[C:30]([F:33])([F:32])[F:31])=[O:4].[NH2:34][CH2:35][CH2:36][N:37]1[CH2:41][CH2:40][NH:39][C:38]1=[O:42].C(N(C(C)C)CC)(C)C.F[P-](F)(F)(F)(F)F.N1(OC(N(C)C)=[N+](C)C)C2N=CC=CC=2N=N1, predict the reaction product. The product is: [O:42]=[C:38]1[NH:39][CH2:40][CH2:41][N:37]1[CH2:36][CH2:35][NH:34][C:19]([C:17]1[CH:16]=[CH:15][C:14]2[N:10]([C:8]3[S:9][C:5]([C:3]([O:2][CH3:1])=[O:4])=[C:6]([O:22][CH2:23][C:24]4[CH:29]=[CH:28][CH:27]=[CH:26][C:25]=4[C:30]([F:31])([F:33])[F:32])[CH:7]=3)[CH:11]=[N:12][C:13]=2[CH:18]=1)=[O:21]. (5) Given the reactants [Br:1][C:2]1[CH:7]=[CH:6][C:5]([N:8]=[CH:9][N:10](C)C)=[C:4]([C:13]#[N:14])[CH:3]=1.N[C:16]1[CH:21]=[C:20]([OH:22])[CH:19]=[CH:18][C:17]=1[CH3:23].O, predict the reaction product. The product is: [Br:1][C:2]1[CH:3]=[C:4]2[C:5](=[CH:6][CH:7]=1)[N:8]=[CH:9][N:10]=[C:13]2[NH:14][C:18]1[CH:19]=[C:20]([OH:22])[CH:21]=[CH:16][C:17]=1[CH3:23]. (6) Given the reactants [Cl-].[Al+3].[Cl-].[Cl-].[C:5]1(=[O:11])[O:10][C:8](=[O:9])[CH2:7][CH2:6]1.[CH2:12]([N:16]1[CH:21]=[CH:20][C:19]([CH3:23])([CH3:22])[CH2:18][CH2:17]1)[CH:13]([CH3:15])[CH3:14], predict the reaction product. The product is: [CH2:12]([N:16]1[CH2:21][CH2:20][C:19]([CH3:23])([CH3:22])[C:18]([C:5](=[O:11])[CH2:6][CH2:7][C:8]([OH:10])=[O:9])=[CH:17]1)[CH:13]([CH3:15])[CH3:14]. (7) The product is: [Cl:15][C:16]1[C:25]([C:26]2[CH:31]=[CH:30][CH:29]=[CH:28][CH:27]=2)=[C:24]([Cl:32])[C:23]2[C:18](=[C:19]([CH3:35])[CH:20]=[C:21]([CH:33]([C:2]3[N:6]([CH3:7])[CH:5]=[N:4][CH:3]=3)[OH:34])[CH:22]=2)[N:17]=1. Given the reactants Br[C:2]1[N:6]([CH3:7])[CH:5]=[N:4][CH:3]=1.C([Mg]Cl)(C)C.[Li+].[Cl-].[Cl:15][C:16]1[C:25]([C:26]2[CH:31]=[CH:30][CH:29]=[CH:28][CH:27]=2)=[C:24]([Cl:32])[C:23]2[C:18](=[C:19]([CH3:35])[CH:20]=[C:21]([CH:33]=[O:34])[CH:22]=2)[N:17]=1, predict the reaction product. (8) Given the reactants [CH3:1][CH:2]([CH3:21])[CH2:3][CH:4]([O:9][CH:10]([C:15]1[CH:20]=[CH:19][CH:18]=[CH:17][CH:16]=1)[C:11]([F:14])([F:13])[F:12])[C:5]([O:7]C)=[O:6].[I-].[Li+].Cl, predict the reaction product. The product is: [CH3:1][CH:2]([CH3:21])[CH2:3][CH:4]([O:9][CH:10]([C:15]1[CH:16]=[CH:17][CH:18]=[CH:19][CH:20]=1)[C:11]([F:13])([F:14])[F:12])[C:5]([OH:7])=[O:6]. (9) Given the reactants [Si:1]([O:8][C@@:9]12[C:28](=[O:29])[O:27][C@@H:11]([C@H:12]([O:19][Si:20]([C:23]([CH3:26])([CH3:25])[CH3:24])([CH3:22])[CH3:21])[C:13]3[S:14][C:15](I)=[CH:16][C:17]=31)[CH2:10]2)([C:4]([CH3:7])([CH3:6])[CH3:5])([CH3:3])[CH3:2].O1CCO[CH2:32][CH2:31]1.C([O-])([O-])=O.[K+].[K+].C(B1OC(C)(C)C(C)(C)O1)=C, predict the reaction product. The product is: [Si:1]([O:8][C@@:9]12[C:28](=[O:29])[O:27][C@@H:11]([C@H:12]([O:19][Si:20]([C:23]([CH3:26])([CH3:25])[CH3:24])([CH3:22])[CH3:21])[C:13]3[S:14][C:15]([CH:31]=[CH2:32])=[CH:16][C:17]=31)[CH2:10]2)([C:4]([CH3:7])([CH3:6])[CH3:5])([CH3:3])[CH3:2].